From a dataset of Buchwald-Hartwig C-N cross coupling reaction yields with 55,370 reactions. Predict the reaction yield, written as a fraction of the theoretical maximum amount of product (1.0 means a 100% yield; for example, 0.34 means a 34% yield). The yield is 0.580. The product is Cc1ccc(Nc2ccccn2)cc1. The reactants are Brc1ccccn1.Cc1ccc(N)cc1.O=S(=O)(O[Pd]1c2ccccc2-c2ccccc2N~1)C(F)(F)F.COc1ccc(OC)c(P(C(C)(C)C)C(C)(C)C)c1-c1c(C(C)C)cc(C(C)C)cc1C(C)C.CN(C)C(=NC(C)(C)C)N(C)C.Cc1ccno1. No catalyst specified.